This data is from Forward reaction prediction with 1.9M reactions from USPTO patents (1976-2016). The task is: Predict the product of the given reaction. Given the reactants [Cl:1][C:2]1[C:7]([Cl:8])=[CH:6][CH:5]=[CH:4][C:3]=1[C:9]([N:11]1[CH:16]=[CH:15][C:14]2[N:17]([C:20]3[CH:25]=[C:24]([CH3:26])[CH:23]=[CH:22][N:21]=3)[N:18]=[N:19][C:13]=2[CH:12]1[CH3:27])=[O:10].ClC1C(C(F)(F)F)=CC=CC=1C(N1C=CC2N(C3C(C)=CC(C)=CN=3)N=NC=2C1C)=O, predict the reaction product. The product is: [Cl:1][C:2]1[C:7]([Cl:8])=[CH:6][CH:5]=[CH:4][C:3]=1[C:9]([N:11]1[CH2:16][CH2:15][C:14]2[N:17]([C:20]3[CH:25]=[C:24]([CH3:26])[CH:23]=[CH:22][N:21]=3)[N:18]=[N:19][C:13]=2[CH:12]1[CH3:27])=[O:10].